Dataset: Catalyst prediction with 721,799 reactions and 888 catalyst types from USPTO. Task: Predict which catalyst facilitates the given reaction. (1) Reactant: [CH2:1]([O:3][C:4]([CH:6]1[CH2:11][N:10](CC2C=CC=CC=2)[CH2:9][CH2:8][N:7]1CC1C=CC=CC=1)=[O:5])[CH3:2]. Product: [CH2:1]([O:3][C:4]([CH:6]1[CH2:11][NH:10][CH2:9][CH2:8][NH:7]1)=[O:5])[CH3:2]. The catalyst class is: 50. (2) Reactant: [C:1]([O:5][C:6]([N:8]([CH3:54])[C@H:9]([C:21]([NH:23][C@H:24]([C:38]([N:40]([C@@H:42]([CH:51]([CH3:53])[CH3:52])/[CH:43]=[C:44](\[CH3:50])/[C:45]([O:47]CC)=[O:46])[CH3:41])=[O:39])[C:25]([S:28][CH2:29][C:30]1[CH:35]=[CH:34][C:33]([O:36][CH3:37])=[CH:32][CH:31]=1)([CH3:27])[CH3:26])=[O:22])[C:10]([CH3:20])([CH3:19])[C:11]1[CH:16]=[CH:15][C:14]([O:17][CH3:18])=[CH:13][CH:12]=1)=[O:7])([CH3:4])([CH3:3])[CH3:2].O.[OH-].[Li+]. Product: [C:1]([O:5][C:6]([N:8]([CH3:54])[C@H:9]([C:21]([NH:23][C@H:24]([C:38]([N:40]([C@@H:42]([CH:51]([CH3:52])[CH3:53])/[CH:43]=[C:44](/[C:45]([OH:47])=[O:46])\[CH3:50])[CH3:41])=[O:39])[C:25]([S:28][CH2:29][C:30]1[CH:31]=[CH:32][C:33]([O:36][CH3:37])=[CH:34][CH:35]=1)([CH3:27])[CH3:26])=[O:22])[C:10]([CH3:20])([CH3:19])[C:11]1[CH:12]=[CH:13][C:14]([O:17][CH3:18])=[CH:15][CH:16]=1)=[O:7])([CH3:2])([CH3:3])[CH3:4]. The catalyst class is: 5. (3) Reactant: [C:1]1([C:7]2[O:8][CH:9]=[C:10]([CH2:12][CH2:13][O:14][C:15]3[CH:20]=[CH:19][C:18]([OH:21])=[CH:17][CH:16]=3)[N:11]=2)[CH:6]=[CH:5][CH:4]=[CH:3][CH:2]=1.C(=O)([O-])[O-].[Cs+].[Cs+].Br[C:29]([CH3:36])([CH3:35])[C:30]([O:32][CH2:33][CH3:34])=[O:31]. Product: [CH3:35][C:29]([O:21][C:18]1[CH:17]=[CH:16][C:15]([O:14][CH2:13][CH2:12][C:10]2[N:11]=[C:7]([C:1]3[CH:2]=[CH:3][CH:4]=[CH:5][CH:6]=3)[O:8][CH:9]=2)=[CH:20][CH:19]=1)([CH3:36])[C:30]([O:32][CH2:33][CH3:34])=[O:31]. The catalyst class is: 3. (4) The catalyst class is: 2. Product: [F:2][C:3]1[CH:11]=[C:10]2[C:6]([C:7]([C:12]3[CH:13]=[N:14][N:15]([CH:17]4[CH2:22][CH2:21][N:20]([C:31]([O:33][CH3:34])=[O:32])[CH2:19][CH2:18]4)[CH:16]=3)=[CH:8][NH:9]2)=[CH:5][CH:4]=1. Reactant: Cl.[F:2][C:3]1[CH:11]=[C:10]2[C:6]([C:7]([C:12]3[CH:13]=[N:14][N:15]([CH:17]4[CH2:22][CH2:21][NH:20][CH2:19][CH2:18]4)[CH:16]=3)=[CH:8][NH:9]2)=[CH:5][CH:4]=1.CCN(CC)CC.Cl[C:31]([O:33][CH3:34])=[O:32]. (5) Reactant: C([O:8][C:9]1[CH:14]=[CH:13][CH:12]=[CH:11][C:10]=1[C:15]1[C:19]([CH3:20])=[CH:18][N:17]([CH:21]([O:34][CH2:35][CH3:36])[C:22]([NH:24][CH2:25][C:26]2[CH:31]=[CH:30][C:29]([C:32]#[N:33])=[CH:28][CH:27]=2)=[O:23])[N:16]=1)C1C=CC=CC=1. Product: [C:32]([C:29]1[CH:28]=[CH:27][C:26]([CH2:25][NH:24][C:22](=[O:23])[CH:21]([O:34][CH2:35][CH3:36])[N:17]2[CH:18]=[C:19]([CH3:20])[C:15]([C:10]3[CH:11]=[CH:12][CH:13]=[CH:14][C:9]=3[OH:8])=[N:16]2)=[CH:31][CH:30]=1)#[N:33]. The catalyst class is: 29. (6) Reactant: Br[C:2]1[CH:3]=[C:4]([N:8]2[CH2:13][CH:12]3[CH:10]([CH2:11]3)[CH2:9]2)[CH:5]=[CH:6][CH:7]=1.C([Li])(C)(C)C.C(O[B:23]1[O:27][C:26]([CH3:29])([CH3:28])[C:25]([CH3:31])([CH3:30])[O:24]1)(C)C. Product: [CH3:30][C:25]1([CH3:31])[C:26]([CH3:29])([CH3:28])[O:27][B:23]([C:2]2[CH:3]=[C:4]([N:8]3[CH2:13][CH:12]4[CH:10]([CH2:11]4)[CH2:9]3)[CH:5]=[CH:6][CH:7]=2)[O:24]1. The catalyst class is: 1. (7) Product: [CH3:1][CH:2]([CH3:35])[CH2:3][CH2:4][N:5]1[CH2:10][CH2:9][CH:8]([N:11]([CH2:25][C:26]2[CH:34]=[CH:33][C:29]([C:30](=[S:45])[NH2:32])=[CH:28][CH:27]=2)[C:12](=[O:24])[C:13]2[CH:18]=[CH:17][C:16]([CH2:19][CH2:20][CH2:21][CH2:22][CH3:23])=[CH:15][CH:14]=2)[CH2:7][CH2:6]1. Reactant: [CH3:1][CH:2]([CH3:35])[CH2:3][CH2:4][N:5]1[CH2:10][CH2:9][CH:8]([N:11]([CH2:25][C:26]2[CH:34]=[CH:33][C:29]([C:30]([NH2:32])=O)=[CH:28][CH:27]=2)[C:12](=[O:24])[C:13]2[CH:18]=[CH:17][C:16]([CH2:19][CH2:20][CH2:21][CH2:22][CH3:23])=[CH:15][CH:14]=2)[CH2:7][CH2:6]1.COC1C=CC(P2(SP(C3C=CC(OC)=CC=3)(=S)S2)=[S:45])=CC=1. The catalyst class is: 1. (8) Reactant: Br[C:2]1[CH:3]=[N:4][N:5]([CH3:7])[CH:6]=1.[Li+].CCC[CH2-].CON(C)[C:16](=[O:18])[CH3:17]. Product: [CH3:7][N:5]1[CH:6]=[C:2]([C:16](=[O:18])[CH3:17])[CH:3]=[N:4]1. The catalyst class is: 7. (9) Reactant: [CH2:1]([O:9][C:10]1[CH:15]=[CH:14][C:13]([C:16](=[O:18])[CH3:17])=[CH:12][C:11]=1[C:19]([F:22])([F:21])[F:20])[CH2:2][CH2:3][CH2:4][CH2:5][CH2:6][CH2:7][CH3:8].C[N:24](C(ON1N=NC2C=CC=NC1=2)=[N+](C)C)C.F[P-](F)(F)(F)(F)F.CCN(C(C)C)C(C)C.O.NN.C(Cl)[Cl:60].CN(C=O)C. Product: [ClH:60].[NH2:24][CH2:17][C:16]([C:13]1[CH:14]=[CH:15][C:10]([O:9][CH2:1][CH2:2][CH2:3][CH2:4][CH2:5][CH2:6][CH2:7][CH3:8])=[C:11]([C:19]([F:20])([F:21])[F:22])[CH:12]=1)=[O:18]. The catalyst class is: 13. (10) Reactant: [F:1][C:2]1[CH:3]=[CH:4][C:5]([NH:8][NH2:9])=[N:6][CH:7]=1.Cl.[N:11]1([CH2:16][CH2:17][C:18](O)=[O:19])[CH2:15][CH2:14][CH2:13][CH2:12]1.C(Cl)CCl.C1C=CC2N(O)N=NC=2C=1.C(N(CC)CC)C. Product: [F:1][C:2]1[CH:3]=[CH:4][C:5]([N:8]([C:18](=[O:19])[CH2:17][CH2:16][N:11]2[CH2:15][CH2:14][CH2:13][CH2:12]2)[NH2:9])=[N:6][CH:7]=1. The catalyst class is: 3.